From a dataset of Reaction yield outcomes from USPTO patents with 853,638 reactions. Predict the reaction yield, written as a fraction of the theoretical maximum amount of product (1.0 means a 100% yield; for example, 0.34 means a 34% yield). (1) The reactants are [Cl:1][C:2]1[CH:3]=[C:4]2[C:9](=[CH:10][C:11]=1[OH:12])[O:8][C:7]([CH3:13])=[C:6]([C:14]1[CH:19]=[CH:18][CH:17]=[CH:16][CH:15]=1)[C:5]2=O.O.[NH2:22][NH2:23]. No catalyst specified. The product is [Cl:1][C:2]1[CH:3]=[C:4]([C:5]2[C:6]([C:14]3[CH:19]=[CH:18][CH:17]=[CH:16][CH:15]=3)=[C:7]([CH3:13])[NH:23][N:22]=2)[C:9]([OH:8])=[CH:10][C:11]=1[OH:12]. The yield is 0.514. (2) The catalyst is CC#N. The reactants are [OH:1][C:2]1[CH:9]=[CH:8][C:5]([CH:6]=[O:7])=[CH:4][CH:3]=1.Br[CH2:11][CH:12]1[CH2:17][CH2:16][CH2:15][CH2:14][CH2:13]1.C([O-])([O-])=O.[K+].[K+]. The yield is 0.820. The product is [CH:12]1([CH2:11][O:1][C:2]2[CH:9]=[CH:8][C:5]([CH:6]=[O:7])=[CH:4][CH:3]=2)[CH2:17][CH2:16][CH2:15][CH2:14][CH2:13]1. (3) The reactants are Cl.[NH2:2][C@H:3]1[C@H:8]2[CH2:9][C@H:5]([CH2:6][CH2:7]2)[C@H:4]1[C:10]([O:12][CH3:13])=[O:11].C([O-])(=O)C.[Na+].[F:19][C:20]1[CH:27]=[CH:26][C:23]([CH:24]=O)=[CH:22][CH:21]=1.C([BH3-])#N.[Na+].C(=O)(O)[O-].[Na+]. The catalyst is CO.C(OCC)(=O)C. The product is [F:19][C:20]1[CH:27]=[CH:26][C:23]([CH2:24][NH:2][C@H:3]2[C@H:8]3[CH2:9][C@H:5]([CH2:6][CH2:7]3)[C@H:4]2[C:10]([O:12][CH3:13])=[O:11])=[CH:22][CH:21]=1. The yield is 0.980. (4) The reactants are Br[C:2]1[CH:3]=[C:4]([C:25](=[O:37])[NH:26][CH2:27][C:28]2[C:29](=[O:36])[NH:30][C:31]([CH3:35])=[CH:32][C:33]=2[CH3:34])[C:5]([CH3:24])=[C:6]([N:8]([CH2:22][CH3:23])[CH:9]2[CH2:14][CH2:13][N:12]([C:15]([O:17][C:18]([CH3:21])([CH3:20])[CH3:19])=[O:16])[CH2:11][CH2:10]2)[CH:7]=1.B(O)O.C([O-])([O-])=O.[Na+].[Na+].O1[CH2:52][CH2:51][O:50][CH2:49][CH2:48]1.O. The catalyst is O.C1C=CC([P]([Pd]([P](C2C=CC=CC=2)(C2C=CC=CC=2)C2C=CC=CC=2)([P](C2C=CC=CC=2)(C2C=CC=CC=2)C2C=CC=CC=2)[P](C2C=CC=CC=2)(C2C=CC=CC=2)C2C=CC=CC=2)(C2C=CC=CC=2)C2C=CC=CC=2)=CC=1. The product is [CH3:34][C:33]1[CH:32]=[C:31]([CH3:35])[NH:30][C:29](=[O:36])[C:28]=1[CH2:27][NH:26][C:25]([C:4]1[C:5]([CH3:24])=[C:6]([N:8]([CH2:22][CH3:23])[CH:9]2[CH2:10][CH2:11][N:12]([C:15]([O:17][C:18]([CH3:20])([CH3:21])[CH3:19])=[O:16])[CH2:13][CH2:14]2)[CH:7]=[C:2]([C:7]2[CH:6]=[CH:5][C:4]([CH2:25][N:26]3[CH2:52][CH2:51][O:50][CH2:49][CH2:48]3)=[CH:3][CH:2]=2)[CH:3]=1)=[O:37]. The yield is 0.687. (5) The reactants are [C:1](#[N:4])[CH:2]=[CH2:3].[CH:5]([O:8][C:9]([N:11]1[C:20]2[C:15](=[CH:16][C:17]([C:21]([F:24])([F:23])[F:22])=[CH:18][CH:19]=2)[C@@H:14]([N:25]([CH2:31][C:32]2[CH:37]=[C:36]([C:38]([F:41])([F:40])[F:39])[CH:35]=[C:34]([C:42]([F:45])([F:44])[F:43])[CH:33]=2)[C:26]2[NH:30][N:29]=[N:28][N:27]=2)[CH2:13][C@H:12]1[CH2:46][CH3:47])=[O:10])([CH3:7])[CH3:6].C(N(CC)CC)C. The catalyst is C(#N)C. The product is [CH:5]([O:8][C:9]([N:11]1[C:20]2[C:15](=[CH:16][C:17]([C:21]([F:24])([F:23])[F:22])=[CH:18][CH:19]=2)[C@@H:14]([N:25]([CH2:31][C:32]2[CH:37]=[C:36]([C:38]([F:39])([F:40])[F:41])[CH:35]=[C:34]([C:42]([F:43])([F:44])[F:45])[CH:33]=2)[C:26]2[N:27]=[N:28][N:29]([CH2:3][CH2:2][C:1]#[N:4])[N:30]=2)[CH2:13][C@H:12]1[CH2:46][CH3:47])=[O:10])([CH3:7])[CH3:6]. The yield is 0.280. (6) The reactants are Cl[C:2]1[CH:7]=[CH:6][N:5]=[C:4]([S:8][CH3:9])[N:3]=1.[IH:10].C(=O)(O)[O-].[Na+].C(=O)([O-])[O-].[Na+].[Na+]. No catalyst specified. The product is [I:10][C:2]1[CH:7]=[CH:6][N:5]=[C:4]([S:8][CH3:9])[N:3]=1. The yield is 0.690. (7) The reactants are [C:1]([O:5][C:6](=[O:20])[C@@H:7]([N:9]1[C:17](=[O:18])[C:16]2[C:11](=[CH:12][CH:13]=[CH:14][CH:15]=2)[C:10]1=[O:19])[CH3:8])([CH3:4])([CH3:3])[CH3:2].[BH4-].[Na+]. The catalyst is C1COCC1.CO. The product is [C:1]([O:5][C:6](=[O:20])[C@@H:7]([N:9]1[C:10](=[O:19])[C:11]2[C:16](=[CH:15][CH:14]=[CH:13][CH:12]=2)[CH:17]1[OH:18])[CH3:8])([CH3:2])([CH3:3])[CH3:4]. The yield is 0.660. (8) The reactants are [CH3:1][C:2]1[C:3]([C:19]([O:21][CH2:22][CH3:23])=[O:20])=[C:4]2[CH:9]=[CH:8][CH:7]=[N:6][N:5]2[C:10]=1[CH:11]([CH:13]1[CH2:18][CH2:17][NH:16][CH2:15][CH2:14]1)[CH3:12].[F:24][C:25]([CH3:30])([CH3:29])[C:26](O)=[O:27].CN(C(ON1N=NC2C=CC=NC1=2)=[N+](C)C)C.F[P-](F)(F)(F)(F)F.C(N(CC)CC)C. The catalyst is ClCCl.CCOC(C)=O.O. The product is [F:24][C:25]([CH3:30])([CH3:29])[C:26]([N:16]1[CH2:17][CH2:18][CH:13]([CH:11]([C:10]2[N:5]3[N:6]=[CH:7][CH:8]=[CH:9][C:4]3=[C:3]([C:19]([O:21][CH2:22][CH3:23])=[O:20])[C:2]=2[CH3:1])[CH3:12])[CH2:14][CH2:15]1)=[O:27]. The yield is 0.780. (9) The reactants are [Cl:1][C:2]1[CH:7]=[CH:6][CH:5]=[C:4]([F:8])[C:3]=1[N:9]1[CH:18]=[C:12]2[CH:13]=[N+:14]([O-])[CH:15]=[CH:16][C:11]2=[N:10]1.P(Br)(Br)([Br:21])=O. The catalyst is ClCCCl.C(Cl)Cl. The product is [Br:21][C:13]1[C:12]2=[CH:18][N:9]([C:3]3[C:4]([F:8])=[CH:5][CH:6]=[CH:7][C:2]=3[Cl:1])[N:10]=[C:11]2[CH:16]=[CH:15][N:14]=1. The yield is 0.250.